Predict the reaction yield, written as a fraction of the theoretical maximum amount of product (1.0 means a 100% yield; for example, 0.34 means a 34% yield). From a dataset of Reaction yield outcomes from USPTO patents with 853,638 reactions. (1) The catalyst is ClCCl. The reactants are [Cl:1][C:2]1[CH:3]=[CH:4][C:5]([OH:18])=[C:6]([CH2:8][C:9]2[N:14]=[C:13]([C:15]([OH:17])=[O:16])[CH:12]=[CH:11][CH:10]=2)[CH:7]=1.ClC(Cl)(Cl)C(=N)O[C:23]([CH3:26])([CH3:25])[CH3:24]. The yield is 0.240. The product is [Cl:1][C:2]1[CH:3]=[CH:4][C:5]([O:18][C:23]([CH3:26])([CH3:25])[CH3:24])=[C:6]([CH2:8][C:9]2[N:14]=[C:13]([C:15]([OH:17])=[O:16])[CH:12]=[CH:11][CH:10]=2)[CH:7]=1. (2) The reactants are [C:1]1([OH:11])[C:10]2[C:5](=[CH:6][CH:7]=[CH:8][CH:9]=2)[CH:4]=[CH:3][CH:2]=1.[OH-].[Na+].[CH2:14]([CH:16]1[O:18][CH2:17]1)Cl.C(O)C. The catalyst is O. The product is [O:18]1[CH:16]([CH2:14][O:11][C:1]2[C:10]3[C:5](=[CH:6][CH:7]=[CH:8][CH:9]=3)[CH:4]=[CH:3][CH:2]=2)[CH2:17]1. The yield is 0.932. (3) The reactants are Br[C:2]1[CH:10]=[CH:9][C:8]2[N:7]3[CH2:11][CH2:12][N:13]([C:15]([O:17][C:18]([CH3:21])([CH3:20])[CH3:19])=[O:16])[CH2:14][C:6]3=[CH:5][C:4]=2[CH:3]=1.B1(B2OC(C)(C)C(C)(C)O2)OC(C)(C)C(C)(C)O1.C([O-])(=O)C.[K+].Cl[C:46]1[C:55]([CH2:56][CH3:57])=[CH:54][C:49]([C:50]([O:52][CH3:53])=[O:51])=[C:48]([O:58][CH3:59])[N:47]=1.C([O-])([O-])=O.[K+].[K+]. The catalyst is O.C1C=CC(P(C2C=CC=CC=2)[C-]2C=CC=C2)=CC=1.C1C=CC(P(C2C=CC=CC=2)[C-]2C=CC=C2)=CC=1.Cl[Pd]Cl.[Fe+2]. The product is [C:18]([O:17][C:15]([N:13]1[CH2:12][CH2:11][N:7]2[C:8]3[CH:9]=[CH:10][C:2]([C:46]4[C:55]([CH2:56][CH3:57])=[CH:54][C:49]([C:50]([O:52][CH3:53])=[O:51])=[C:48]([O:58][CH3:59])[N:47]=4)=[CH:3][C:4]=3[CH:5]=[C:6]2[CH2:14]1)=[O:16])([CH3:21])([CH3:20])[CH3:19]. The yield is 0.300. (4) The product is [F:8][C:4]1[CH:5]=[CH:6][CH:7]=[C:2]([F:1])[C:3]=1[C:9]1[CH:18]=[CH:17][C:16]2[C:11](=[CH:12][CH:13]=[C:14]([OH:19])[CH:15]=2)[C:10]=1[C:21]([C:23]1[CH:28]=[CH:27][C:26]([O:29][CH2:30][CH2:31][N:32]2[CH2:33][CH2:34][CH2:35][CH2:36][CH2:37]2)=[CH:25][CH:24]=1)=[O:22]. The catalyst is C(Cl)Cl. The yield is 0.440. The reactants are [F:1][C:2]1[CH:7]=[CH:6][CH:5]=[C:4]([F:8])[C:3]=1[C:9]1[CH:18]=[CH:17][C:16]2[C:11](=[CH:12][CH:13]=[C:14]([O:19]C)[CH:15]=2)[C:10]=1[C:21]([C:23]1[CH:28]=[CH:27][C:26]([O:29][CH2:30][CH2:31][N:32]2[CH2:37][CH2:36][CH2:35][CH2:34][CH2:33]2)=[CH:25][CH:24]=1)=[O:22].B(Br)(Br)Br.C(Cl)(Cl)Cl.C(O)(C)C.C(=O)(O)[O-].[Na+]. (5) The reactants are [NH2:1][C:2]1[CH:3]=[C:4]([SH:8])[CH:5]=[CH:6][CH:7]=1.C(=O)([O-])[O-].[Cs+].[Cs+].Cl[C:16]1[C:25]2[C:20](=[CH:21][C:22]([O:31][CH2:32][CH2:33][O:34][CH3:35])=[C:23]([O:26][CH2:27][CH2:28][O:29][CH3:30])[CH:24]=2)[N:19]=[CH:18][N:17]=1. The catalyst is O1CCCC1.C(Cl)(Cl)Cl.O.[Cl-].[Na+].O. The product is [CH3:30][O:29][CH2:28][CH2:27][O:26][C:23]1[CH:24]=[C:25]2[C:20](=[CH:21][C:22]=1[O:31][CH2:32][CH2:33][O:34][CH3:35])[N:19]=[CH:18][N:17]=[C:16]2[S:8][C:4]1[CH:3]=[C:2]([CH:7]=[CH:6][CH:5]=1)[NH2:1]. The yield is 0.770.